Predict the product of the given reaction. From a dataset of Forward reaction prediction with 1.9M reactions from USPTO patents (1976-2016). (1) The product is: [CH3:12][CH:8]1[C:9]2[C:4](=[CH:3][C:2]([C:15]3[CH:20]=[CH:19][CH:18]=[CH:17][N:16]=3)=[CH:11][CH:10]=2)[CH2:5][CH2:6][NH:7]1. Given the reactants Br[C:2]1[CH:3]=[C:4]2[C:9](=[CH:10][CH:11]=1)[CH:8]([CH3:12])[NH:7][CH2:6][CH2:5]2.C[Sn](C)(C)[C:15]1[CH:20]=[CH:19][CH:18]=[CH:17][N:16]=1, predict the reaction product. (2) Given the reactants N[C@@H:2]([CH3:5])[CH2:3][OH:4].[NH2:6][CH:7]1[CH2:11][CH2:10][O:9][CH2:8]1.Cl.FC1C=[C:16]([C@@H:22]([C:24]2C=N[N:27]([CH3:29])[CH:28]=2)N)[CH:17]=[CH:18]C=1OC.Cl.[NH2:31][C@@H:32]([C:35]1[CH:40]=[CH:39][C:38]([O:41][CH3:42])=[C:37]([F:43])[CH:36]=1)[CH2:33][OH:34], predict the reaction product. The product is: [F:43][C:37]1[CH:36]=[C:35]([C@H:32]([NH:31][C:3]([C:2]2[CH:5]=[C:22]3[C:16](=[CH:17][CH:18]=2)[CH:29]=[N:27][C:28]([NH:6][CH:7]2[CH2:11][CH2:10][O:9][CH2:8]2)=[CH:24]3)=[O:4])[CH2:33][OH:34])[CH:40]=[CH:39][C:38]=1[O:41][CH3:42]. (3) Given the reactants [CH2:1]([N:8]([CH3:27])[C:9](=O)[CH2:10][N:11]1[C:24]2[CH:23]=[C:22]([Cl:25])[CH:21]=[CH:20][C:19]=2[S:18][C:17]2[C:12]1=[CH:13][CH:14]=[CH:15][CH:16]=2)[C:2]1[CH:7]=[CH:6][CH:5]=[CH:4][CH:3]=1, predict the reaction product. The product is: [CH2:1]([N:8]([CH2:9][CH2:10][N:11]1[C:24]2[CH:23]=[C:22]([Cl:25])[CH:21]=[CH:20][C:19]=2[S:18][C:17]2[C:12]1=[CH:13][CH:14]=[CH:15][CH:16]=2)[CH3:27])[C:2]1[CH:3]=[CH:4][CH:5]=[CH:6][CH:7]=1. (4) Given the reactants C([NH:4][CH2:5][C:6]([NH:12][C:13]([O:15][CH2:16][C:17]1[CH:22]=[CH:21][CH:20]=[CH:19][CH:18]=1)=[O:14])([CH3:11])[C:7]([O:9][CH3:10])=[O:8])C=C, predict the reaction product. The product is: [NH2:4][CH2:5][C:6]([NH:12][C:13]([O:15][CH2:16][C:17]1[CH:18]=[CH:19][CH:20]=[CH:21][CH:22]=1)=[O:14])([CH3:11])[C:7]([O:9][CH3:10])=[O:8]. (5) Given the reactants Br[C:2]1[CH:10]=[C:9]2[C:5]([C:6]([CH2:18][F:19])=[N:7][N:8]2[C:11]2[CH:16]=[CH:15][N:14]=[C:13]([NH2:17])[N:12]=2)=[CH:4][CH:3]=1.[N:20]1[CH:25]=[CH:24][CH:23]=[N:22][C:21]=1[C:26]([OH:30])([C:28]#[CH:29])[CH3:27], predict the reaction product. The product is: [NH2:17][C:13]1[N:12]=[C:11]([N:8]2[C:9]3[C:5](=[CH:4][CH:3]=[C:2]([C:29]#[C:28][C:26]([C:21]4[N:20]=[CH:25][CH:24]=[CH:23][N:22]=4)([OH:30])[CH3:27])[CH:10]=3)[C:6]([CH2:18][F:19])=[N:7]2)[CH:16]=[CH:15][N:14]=1.